Dataset: Reaction yield outcomes from USPTO patents with 853,638 reactions. Task: Predict the reaction yield, written as a fraction of the theoretical maximum amount of product (1.0 means a 100% yield; for example, 0.34 means a 34% yield). The reactants are [C:1]([C@H:5]1[CH2:10][CH2:9][C@H:8]([O:11][C:12]2[CH:13]=[C:14]3[C:19](=[CH:20][CH:21]=2)[C:18]([CH2:22][N:23]2[CH2:28][CH2:27][CH:26]([C:29]([O:31]CC)=[O:30])[CH2:25][CH2:24]2)=[CH:17][CH:16]=[CH:15]3)[CH2:7][CH2:6]1)([CH3:4])([CH3:3])[CH3:2].[OH-].[Na+]. The catalyst is CCO.O. The product is [C:1]([C@H:5]1[CH2:10][CH2:9][C@H:8]([O:11][C:12]2[CH:13]=[C:14]3[C:19](=[CH:20][CH:21]=2)[C:18]([CH2:22][N:23]2[CH2:24][CH2:25][CH:26]([C:29]([OH:31])=[O:30])[CH2:27][CH2:28]2)=[CH:17][CH:16]=[CH:15]3)[CH2:7][CH2:6]1)([CH3:4])([CH3:2])[CH3:3]. The yield is 0.450.